Task: Predict the product of the given reaction.. Dataset: Forward reaction prediction with 1.9M reactions from USPTO patents (1976-2016) (1) Given the reactants [CH3:1][N:2]1[C:6]2[N:7]=[CH:8][N:9]([CH2:12][C:13]([F:16])([F:15])[F:14])[C:10](=[O:11])[C:5]=2[C:4]([C:17]2[CH:22]=[CH:21][CH:20]=[CH:19][CH:18]=2)=[CH:3]1.[Br:23]Br, predict the reaction product. The product is: [Br:23][C:3]1[N:2]([CH3:1])[C:6]2[N:7]=[CH:8][N:9]([CH2:12][C:13]([F:14])([F:16])[F:15])[C:10](=[O:11])[C:5]=2[C:4]=1[C:17]1[CH:22]=[CH:21][CH:20]=[CH:19][CH:18]=1. (2) Given the reactants [NH2:1][C:2]1[N:7]=[C:6]([C:8]([F:11])([CH3:10])[CH3:9])[N:5]=[C:4]([NH:12][CH:13]([CH:23]2[CH2:25][CH2:24]2)[CH2:14][CH2:15][CH2:16][C:17]2[CH:22]=[CH:21][CH:20]=[CH:19][CH:18]=2)[N:3]=1.[Cl:26][C:27]1[CH:34]=[CH:33][C:30]([CH:31]=O)=[CH:29][CH:28]=1.C1(C)C=CC(S(O)(=O)=O)=CC=1.O, predict the reaction product. The product is: [Cl:26][C:27]1[CH:34]=[CH:33][C:30]([CH:31]=[N:1][C:2]2[N:7]=[C:6]([C:8]([F:11])([CH3:9])[CH3:10])[N:5]=[C:4]([NH:12][CH:13]([CH:23]3[CH2:24][CH2:25]3)[CH2:14][CH2:15][CH2:16][C:17]3[CH:22]=[CH:21][CH:20]=[CH:19][CH:18]=3)[N:3]=2)=[CH:29][CH:28]=1. (3) Given the reactants [CH2:1]([O:3][C:4](=[O:38])[CH2:5][C:6]1[CH:11]=[CH:10][C:9]([OH:12])=[C:8]([O:13][C:14]2[CH:19]=[CH:18][C:17]([C:20]([F:23])([F:22])[F:21])=[CH:16][C:15]=2[CH2:24][N:25]2[C@H:29]([CH3:30])[C@H:28]([C:31]3[CH:36]=[CH:35][CH:34]=[CH:33][CH:32]=3)[O:27][C:26]2=[O:37])[CH:7]=1)[CH3:2].C(=O)([O-])[O-].[Cs+].[Cs+].I[CH2:46][CH3:47], predict the reaction product. The product is: [CH2:1]([O:3][C:4](=[O:38])[CH2:5][C:6]1[CH:11]=[CH:10][C:9]([O:12][CH2:46][CH3:47])=[C:8]([O:13][C:14]2[CH:19]=[CH:18][C:17]([C:20]([F:22])([F:23])[F:21])=[CH:16][C:15]=2[CH2:24][N:25]2[C@H:29]([CH3:30])[C@H:28]([C:31]3[CH:32]=[CH:33][CH:34]=[CH:35][CH:36]=3)[O:27][C:26]2=[O:37])[CH:7]=1)[CH3:2].